From a dataset of Experimentally validated miRNA-target interactions with 360,000+ pairs, plus equal number of negative samples. Binary Classification. Given a miRNA mature sequence and a target amino acid sequence, predict their likelihood of interaction. The miRNA is hsa-miR-1226-5p with sequence GUGAGGGCAUGCAGGCCUGGAUGGGG. The protein sequence of the target gene is MAAARRGSAGSEARLSLATFLLGASVLALPLLTRAGLQGRTGLALYVAGLNALLLLLYRPPRYQIAIRACFLGFVFGCGVLLSFSQSSWNHFGWYVCSLSLFHYSEYLVTAVNNPKSLSLDSFLLNHSLEYTVAALSSWIEFTLENIFWPELKQITWLSATGLLMVVFGECLRKAAMFTAGSNFNHVVQSEKSDTHTLVTSGVYAWCRHPSYVGWFYWSIGTQVMLCNPICGVVYALTVWRFFRDRTEEEEISLIHFFGEEYLDYKKRVPTGLPFIKGVKVEL. Result: 0 (no interaction).